Dataset: Full USPTO retrosynthesis dataset with 1.9M reactions from patents (1976-2016). Task: Predict the reactants needed to synthesize the given product. (1) Given the product [CH2:2]([O:4][C:5](=[O:33])[CH2:6][N:7]([C:38](=[O:39])[CH2:37][CH:34]1[CH2:36][CH2:35]1)[CH2:8][C:9]1[CH:14]=[CH:13][CH:12]=[C:11]([CH2:15][O:16][C:17]2[CH:18]=[CH:19][C:20]([C:23]3[CH:28]=[C:27]([F:29])[C:26]([F:30])=[CH:25][C:24]=3[O:31][CH3:32])=[CH:21][CH:22]=2)[CH:10]=1)[CH3:3], predict the reactants needed to synthesize it. The reactants are: Cl.[CH2:2]([O:4][C:5](=[O:33])[CH2:6][NH:7][CH2:8][C:9]1[CH:14]=[CH:13][CH:12]=[C:11]([CH2:15][O:16][C:17]2[CH:22]=[CH:21][C:20]([C:23]3[CH:28]=[C:27]([F:29])[C:26]([F:30])=[CH:25][C:24]=3[O:31][CH3:32])=[CH:19][CH:18]=2)[CH:10]=1)[CH3:3].[CH:34]1([CH2:37][C:38](O)=[O:39])[CH2:36][CH2:35]1.CN([P+](ON1N=NC2C=CC=CC1=2)(N(C)C)N(C)C)C.F[P-](F)(F)(F)(F)F.C(N(CC)CC)C. (2) The reactants are: [CH3:1][C:2]1[CH:7]=[CH:6][C:5]([C:8]2[O:9][C:10]([CH3:13])=[N:11][N:12]=2)=[CH:4][C:3]=1[C:14]1[CH:19]=[CH:18][C:17]([C:20](O)=[O:21])=[CH:16][CH:15]=1.C1C=CC2N(O)N=NC=2C=1.Cl.CN(C)CCCN=C=NCC.[CH3:45][CH:46]([NH2:50])[CH:47]([CH3:49])[CH3:48]. Given the product [CH3:45][CH:46]([NH:50][C:20]([C:17]1[CH:18]=[CH:19][C:14]([C:3]2[CH:4]=[C:5]([C:8]3[O:9][C:10]([CH3:13])=[N:11][N:12]=3)[CH:6]=[CH:7][C:2]=2[CH3:1])=[CH:15][CH:16]=1)=[O:21])[CH:47]([CH3:49])[CH3:48], predict the reactants needed to synthesize it.